Dataset: Forward reaction prediction with 1.9M reactions from USPTO patents (1976-2016). Task: Predict the product of the given reaction. (1) Given the reactants [NH2:1][C:2]1[N:6]=[CH:5][NH:4][N:3]=1.[C:7]([N+:11]#[C-:12])([CH3:10])([CH3:9])[CH3:8].[N:13]1[CH:18]=[CH:17][C:16]([CH:19]=O)=[CH:15][CH:14]=1, predict the reaction product. The product is: [C:7]([NH:11][C:12]1[N:3]2[NH:4][CH:5]=[N:6][C:2]2=[N:1][C:19]=1[C:16]1[CH:17]=[CH:18][N:13]=[CH:14][CH:15]=1)([CH3:10])([CH3:9])[CH3:8]. (2) The product is: [ClH:41].[CH2:43]([N:45]([CH2:49][CH3:50])[C:46](=[O:40])[O:47][C:6]1[CH:7]=[C:8]2[C:11](=[CH:12][CH:13]=1)[CH:10]([CH2:14][NH:15][CH2:16][CH2:17][C:18]([N:20]1[CH2:21][CH2:22][C:23]3[CH:30]=[C:29]([O:31][CH3:32])[C:28]([O:33][CH3:34])=[CH:27][C:24]=3[CH2:25][CH2:26]1)=[O:19])[CH2:9]2)[CH3:44]. Given the reactants Cl.CN(C)C(=O)O[C:6]1[CH:7]=[C:8]2[C:11](=[CH:12][CH:13]=1)[CH:10]([CH2:14][NH:15][CH2:16][CH2:17][C:18]([N:20]1[CH2:26][CH2:25][C:24]3[CH:27]=[C:28]([O:33][CH3:34])[C:29]([O:31][CH3:32])=[CH:30][C:23]=3[CH2:22][CH2:21]1)=[O:19])[CH2:9]2.CN(C)C([Cl:41])=[O:40].[CH2:43]([N:45]([CH2:49][CH3:50])[C:46](Cl)=[O:47])[CH3:44], predict the reaction product. (3) Given the reactants Br[CH:2]([CH2:8][CH2:9][CH2:10][CH2:11][CH2:12][CH3:13])[C:3]([O:5][CH2:6][CH3:7])=[O:4].[F:14][C:15]1[CH:20]=[CH:19][C:18]([SH:21])=[CH:17][CH:16]=1, predict the reaction product. The product is: [CH2:6]([O:5][C:3](=[O:4])[CH:2]([S:21][C:18]1[CH:19]=[CH:20][C:15]([F:14])=[CH:16][CH:17]=1)[CH2:8][CH2:9][CH2:10][CH2:11][CH2:12][CH3:13])[CH3:7]. (4) Given the reactants [Cl:1][C:2]1[N:3]=[N:4][C:5]([C:8]#[C:9][CH2:10][CH2:11][N:12]2[CH:16]=[CH:15][N:14]=[CH:13]2)=[CH:6][CH:7]=1, predict the reaction product. The product is: [Cl:1][C:2]1[N:3]=[N:4][C:5]([CH2:8][CH2:9][CH2:10][CH2:11][N:12]2[CH:16]=[CH:15][N:14]=[CH:13]2)=[CH:6][CH:7]=1. (5) Given the reactants [C:1]([C:3]1([F:15])[CH2:7][CH2:6][N:5]([C:8]([O:10]C(C)(C)C)=O)[CH2:4]1)#[N:2].C(O)(C(F)(F)F)=O.[C:23]([O:27][C:28]([NH:30][C@H:31]([C:35]([CH3:38])([CH3:37])[CH3:36])C(O)=O)=[O:29])([CH3:26])([CH3:25])[CH3:24].C1C=CC2N(O)N=NC=2C=1.CN(C(ON1N=NC2C=CC=NC1=2)=[N+](C)C)C.F[P-](F)(F)(F)(F)F.C(N(CC)C(C)C)(C)C, predict the reaction product. The product is: [C:1]([C:3]1([F:15])[CH2:7][CH2:6][N:5]([C:8](=[O:10])[C@H:31]([NH:30][C:28](=[O:29])[O:27][C:23]([CH3:26])([CH3:25])[CH3:24])[C:35]([CH3:38])([CH3:37])[CH3:36])[CH2:4]1)#[N:2].